This data is from Full USPTO retrosynthesis dataset with 1.9M reactions from patents (1976-2016). The task is: Predict the reactants needed to synthesize the given product. (1) Given the product [CH3:1][O:2][C:3](=[O:11])[C:4]1[CH:9]=[CH:8][C:7]([O:10][CH2:14][CH:13]=[CH2:12])=[CH:6][CH:5]=1, predict the reactants needed to synthesize it. The reactants are: [CH3:1][O:2][C:3](=[O:11])[C:4]1[CH:9]=[CH:8][C:7]([OH:10])=[CH:6][CH:5]=1.[CH2:12](Br)[CH:13]=[CH2:14]. (2) The reactants are: [NH2:1][C:2]1([C:5]([OH:7])=[O:6])[CH2:4][CH2:3]1.S(Cl)([Cl:10])=O.[CH3:12]O. Given the product [ClH:10].[CH3:12][O:6][C:5]([C:2]1([NH2:1])[CH2:4][CH2:3]1)=[O:7], predict the reactants needed to synthesize it. (3) Given the product [CH:5]12[CH2:14][CH:9]3[CH2:10][CH:11]([CH2:13][CH:7]([CH2:8]3)[CH:6]1[CH2:15][C:16]([NH:19][N:20]1[C:29](=[O:30])[C:28]3[C:23](=[CH:24][CH:25]=[CH:26][CH:27]=3)[N:22]=[C:21]1[CH:31]([CH3:33])[CH3:32])=[O:17])[CH2:12]2, predict the reactants needed to synthesize it. The reactants are: S(Cl)(Cl)=O.[CH:5]12[CH2:14][CH:9]3[CH2:10][CH:11]([CH2:13][CH:7]([CH2:8]3)[CH:6]1[CH2:15][C:16](O)=[O:17])[CH2:12]2.[NH2:19][N:20]1[C:29](=[O:30])[C:28]2[C:23](=[CH:24][CH:25]=[CH:26][CH:27]=2)[N:22]=[C:21]1[CH:31]([CH3:33])[CH3:32].C(N(C(C)C)CC)(C)C. (4) Given the product [NH2:7][C:8]1([C:11]2[CH:12]=[C:13]([C:41]3[CH:42]=[CH:43][C:38]([C@@H:34]([OH:33])[C@H:35]([NH:31][C:29](=[O:30])[CH:28]([Cl:27])[Cl:47])[CH2:36][F:37])=[CH:39][CH:40]=3)[CH:14]=[CH:15][CH:16]=2)[CH2:9][CH2:10]1, predict the reactants needed to synthesize it. The reactants are: C(OC(=O)[NH:7][C:8]1([C:11]2[CH:16]=[CH:15][CH:14]=[C:13](B3OC(C)(C)C(C)(C)O3)[CH:12]=2)[CH2:10][CH2:9]1)(C)(C)C.[Cl:27][CH:28]([Cl:47])[C:29]([N:31]1[C@H:35]([CH2:36][F:37])[C@@H:34]([C:38]2[CH:43]=[CH:42][C:41](I)=[CH:40][CH:39]=2)[O:33]C1(C)C)=[O:30].C([O-])([O-])=O.[Cs+].[Cs+]. (5) Given the product [F:1][C:2]1[CH:11]=[C:10]2[C:5]([CH2:6][CH2:7][CH2:8][N:9]2[C:19]([O:21][C:22]([CH3:25])([CH3:24])[CH3:23])=[O:20])=[CH:4][CH:3]=1, predict the reactants needed to synthesize it. The reactants are: [F:1][C:2]1[CH:11]=[C:10]2[C:5]([CH2:6][CH2:7][CH2:8][NH:9]2)=[CH:4][CH:3]=1.C(N(CC)CC)C.[C:19](O[C:19]([O:21][C:22]([CH3:25])([CH3:24])[CH3:23])=[O:20])([O:21][C:22]([CH3:25])([CH3:24])[CH3:23])=[O:20]. (6) Given the product [CH2:18]([O:17][C:16]1[CH:15]=[CH:14][C:11](/[CH:12]=[CH:25]/[C:26]([NH:28][C:29]2[CH:37]=[CH:36][CH:35]=[CH:34][C:30]=2[C:31]([OH:33])=[O:32])=[O:27])=[CH:10][C:9]=1[O:8][CH3:7])[CH2:19][C:20]#[CH:21], predict the reactants needed to synthesize it. The reactants are: N1CCCCC1.[CH3:7][O:8][C:9]1[CH:10]=[C:11]([CH:14]=[CH:15][C:16]=1[O:17][C:18]#[C:19][CH2:20][CH3:21])[CH:12]=O.C([CH2:25][C:26]([NH:28][C:29]1[CH:37]=[CH:36][CH:35]=[CH:34][C:30]=1[C:31]([OH:33])=[O:32])=[O:27])(O)=O.Cl. (7) The reactants are: I[C:2]1[C:10]2[C:5](=[CH:6][CH:7]=[C:8]([NH:11][C:12]([CH:14]3[C:23]4[C:18](=[CH:19][CH:20]=[CH:21][CH:22]=4)[CH2:17][CH2:16][CH2:15]3)=[O:13])[CH:9]=2)[NH:4][N:3]=1.[CH3:24][N:25]1[CH2:30][CH2:29][N:28]([C:31]2[CH:36]=[CH:35][C:34](B3OC(C)(C)C(C)(C)O3)=[CH:33][CH:32]=2)[CH2:27][CH2:26]1.C([O-])([O-])=O.[Na+].[Na+]. Given the product [CH3:24][N:25]1[CH2:30][CH2:29][N:28]([C:31]2[CH:32]=[CH:33][C:34]([C:2]3[C:10]4[C:5](=[CH:6][CH:7]=[C:8]([NH:11][C:12]([CH:14]5[C:23]6[C:18](=[CH:19][CH:20]=[CH:21][CH:22]=6)[CH2:17][CH2:16][CH2:15]5)=[O:13])[CH:9]=4)[NH:4][N:3]=3)=[CH:35][CH:36]=2)[CH2:27][CH2:26]1, predict the reactants needed to synthesize it.